From a dataset of Catalyst prediction with 721,799 reactions and 888 catalyst types from USPTO. Predict which catalyst facilitates the given reaction. (1) Reactant: [OH-].[Na+].[OH:3][C:4]1[C:9]([NH:10][C:11](=[O:13])[CH3:12])=[C:8]([OH:14])[N:7]=[C:6]([SH:15])[N:5]=1.Br[CH2:17][CH2:18][CH3:19].Cl. Product: [OH:14][C:8]1[C:9]([NH:10][C:11](=[O:13])[CH3:12])=[C:4]([OH:3])[N:5]=[C:6]([S:15][CH2:17][CH2:18][CH3:19])[N:7]=1. The catalyst class is: 5. (2) Reactant: [Br:1][C:2]1[CH:10]=[CH:9][C:5]([C:6]([OH:8])=[O:7])=[C:4]([N:11]2[CH2:16][CH2:15][CH:14]([CH2:17][O:18][Si:19]([C:32]([CH3:35])([CH3:34])[CH3:33])([C:26]3[CH:31]=[CH:30][CH:29]=[CH:28][CH:27]=3)[C:20]3[CH:25]=[CH:24][CH:23]=[CH:22][CH:21]=3)[CH2:13][CH2:12]2)[CH:3]=1.C(Cl)(=O)C(Cl)=O.[CH2:42](O)[C:43]1[CH:48]=[CH:47][CH:46]=[CH:45][CH:44]=1.C(=O)([O-])O.[Na+]. Product: [Br:1][C:2]1[CH:10]=[CH:9][C:5]([C:6]([O:8][CH2:42][C:43]2[CH:48]=[CH:47][CH:46]=[CH:45][CH:44]=2)=[O:7])=[C:4]([N:11]2[CH2:12][CH2:13][CH:14]([CH2:17][O:18][Si:19]([C:32]([CH3:35])([CH3:34])[CH3:33])([C:26]3[CH:27]=[CH:28][CH:29]=[CH:30][CH:31]=3)[C:20]3[CH:21]=[CH:22][CH:23]=[CH:24][CH:25]=3)[CH2:15][CH2:16]2)[CH:3]=1. The catalyst class is: 118. (3) Reactant: [OH:1][CH:2]1[C:6]2([CH2:10][CH2:9][CH2:8][CH2:7]2)[CH2:5][N:4]([C:11]([O:13][C:14]([CH3:17])([CH3:16])[CH3:15])=[O:12])[CH2:3]1.C1C=C[NH+]=CC=1.[O-][Cr](Cl)(=O)=O. Product: [O:1]=[C:2]1[C:6]2([CH2:10][CH2:9][CH2:8][CH2:7]2)[CH2:5][N:4]([C:11]([O:13][C:14]([CH3:17])([CH3:16])[CH3:15])=[O:12])[CH2:3]1. The catalyst class is: 2.